From a dataset of Catalyst prediction with 721,799 reactions and 888 catalyst types from USPTO. Predict which catalyst facilitates the given reaction. (1) Reactant: [O:1]([C:8]1[N:13]=[C:12]([C:14]#[N:15])[CH:11]=[CH:10][CH:9]=1)[C:2]1[CH:7]=[CH:6][CH:5]=[CH:4][CH:3]=1. Product: [O:1]([C:8]1[N:13]=[C:12]([CH2:14][NH2:15])[CH:11]=[CH:10][CH:9]=1)[C:2]1[CH:3]=[CH:4][CH:5]=[CH:6][CH:7]=1. The catalyst class is: 129. (2) Reactant: [Cl:1][C:2]1[CH:3]=[N:4][CH:5]=[C:6]([Cl:22])[C:7]=1[CH2:8][CH:9]([C:11]1[CH:16]=[CH:15][C:14]([O:17][CH3:18])=[C:13]([O:19][CH2:20][CH3:21])[CH:12]=1)O.C1C=CC(P(C2C=CC=CC=2)C2C=CC=CC=2)=CC=1.CC(OC(/[N:48]=N/C(OC(C)C)=O)=O)C.P(N=[N+]=[N-])(OC1C=CC=CC=1)(OC1C=CC=CC=1)=O.C[O:76][C:77](=O)[C:78]1[C:83]([NH:84][C:85]([CH:87]2[CH2:89][CH2:88]2)=[O:86])=[CH:82][CH:81]=[CH:80][C:79]=1[CH2:90]Br.C(N(CC)CC)C. Product: [Cl:1][C:2]1[CH:3]=[N:4][CH:5]=[C:6]([Cl:22])[C:7]=1[CH2:8][CH:9]([N:48]1[C:77](=[O:76])[C:78]2[C:79](=[CH:80][CH:81]=[CH:82][C:83]=2[NH:84][C:85]([CH:87]2[CH2:89][CH2:88]2)=[O:86])[CH2:90]1)[C:11]1[CH:16]=[CH:15][C:14]([O:17][CH3:18])=[C:13]([O:19][CH2:20][CH3:21])[CH:12]=1. The catalyst class is: 18. (3) Product: [NH2:6][C:7]1[S:12][CH:11]=[C:10]([C:13]#[N:14])[C:8]=1[C:9]1[NH:1][CH:2]=[N:3][N:4]=1. The catalyst class is: 5. Reactant: [N:1]1[CH:2]=[N:3][N:4]2[C:9]=1[C:8]1[C:10]([C:13]#[N:14])=[CH:11][S:12][C:7]=1[N:6]=C2.CNCCN.[NH4+].[Cl-]. (4) Reactant: [NH2:1][C:2]1[CH:10]=[CH:9][C:5]([C:6]([OH:8])=[O:7])=[CH:4][C:3]=1[OH:11].[CH:12](OC)(OC)OC. The catalyst class is: 5. Product: [O:11]1[C:3]2[CH:4]=[C:5]([C:6]([OH:8])=[O:7])[CH:9]=[CH:10][C:2]=2[N:1]=[CH:12]1. (5) Reactant: FC(F)(F)C(O)=O.C([O:12][C:13](=[O:33])[C@@H:14]([N:16]1[CH2:25][CH2:24][C:23]2[C:18](=[CH:19][CH:20]=[CH:21][CH:22]=2)[CH:17]1[C:26]1[CH:31]=[CH:30][CH:29]=[CH:28][C:27]=1[CH3:32])[CH3:15])(C)(C)C. Product: [C:27]1([CH3:32])[CH:28]=[CH:29][CH:30]=[CH:31][C:26]=1[C@@H:17]1[C:18]2[C:23](=[CH:22][CH:21]=[CH:20][CH:19]=2)[CH2:24][CH2:25][N:16]1[C@@H:14]([CH3:15])[C:13]([OH:33])=[O:12].[C:27]1([CH3:32])[CH:28]=[CH:29][CH:30]=[CH:31][C:26]=1[C@H:17]1[C:18]2[C:23](=[CH:22][CH:21]=[CH:20][CH:19]=2)[CH2:24][CH2:25][N:16]1[C@@H:14]([CH3:15])[C:13]([OH:33])=[O:12]. The catalyst class is: 4. (6) Reactant: C[O:2][C:3]1[CH:4]=[C:5]2[C:9](=[CH:10][CH:11]=1)[C:8](=[O:12])[N:7]([CH2:13][CH2:14][O:15]C)[CH2:6]2.B(Br)(Br)Br.CO. Product: [OH:2][C:3]1[CH:4]=[C:5]2[C:9](=[CH:10][CH:11]=1)[C:8](=[O:12])[N:7]([CH2:13][CH2:14][OH:15])[CH2:6]2. The catalyst class is: 2. (7) Reactant: [F:1][C:2]1[CH:3]=[C:4]([CH:48]=[CH:49][CH:50]=1)[CH2:5][N:6]1[C:10]([CH3:11])=[C:9]([C:12]2[C:20]3[C:15](=[N:16][CH:17]=[C:18]([C:21]4[CH:22]=[CH:23][C:24]([O:32][CH2:33][CH2:34][CH2:35][OH:36])=[C:25]([NH:27][S:28]([CH3:31])(=[O:30])=[O:29])[CH:26]=4)[CH:19]=3)[N:14](S(C3C=CC(C)=CC=3)(=O)=O)[CH:13]=2)[C:8]([CH3:47])=[N:7]1.[OH-].[Li+]. Product: [F:1][C:2]1[CH:3]=[C:4]([CH:48]=[CH:49][CH:50]=1)[CH2:5][N:6]1[C:10]([CH3:11])=[C:9]([C:12]2[C:20]3[C:15](=[N:16][CH:17]=[C:18]([C:21]4[CH:22]=[CH:23][C:24]([O:32][CH2:33][CH2:34][CH2:35][OH:36])=[C:25]([NH:27][S:28]([CH3:31])(=[O:30])=[O:29])[CH:26]=4)[CH:19]=3)[NH:14][CH:13]=2)[C:8]([CH3:47])=[N:7]1. The catalyst class is: 87. (8) Reactant: [NH:1]1[C:9]2[C:4](=[CH:5][CH:6]=[C:7]([O:10][CH2:11][C:12](OCC)=[O:13])[CH:8]=2)[CH:3]=[CH:2]1.[C@H](O)(C([O-])=O)[C@@H](O)C([O-])=O.[Na+].[K+]. Product: [NH:1]1[C:9]2[C:4](=[CH:5][CH:6]=[C:7]([O:10][CH2:11][CH2:12][OH:13])[CH:8]=2)[CH:3]=[CH:2]1. The catalyst class is: 165. (9) Reactant: [H-].[Na+].[C:3]1([OH:9])[CH:8]=[CH:7][CH:6]=[CH:5][CH:4]=1.Cl[C:11]1[C:12](=[O:19])[N:13]([CH3:18])[C:14](=[O:17])[C:15]=1Cl. Product: [CH3:18][N:13]1[C:14](=[O:17])[C:15]([O:9][C:3]2[CH:8]=[CH:7][CH:6]=[CH:5][CH:4]=2)=[C:11]([O:9][C:3]2[CH:8]=[CH:7][CH:6]=[CH:5][CH:4]=2)[C:12]1=[O:19]. The catalyst class is: 16. (10) Reactant: [CH3:1][O:2][C:3]1[CH:30]=[CH:29][CH:28]=[CH:27][C:4]=1[C:5]([NH:7][C:8]1[CH:20]=[C:19]([C:21]2[CH:26]=[CH:25][CH:24]=[CH:23][CH:22]=2)[CH:18]=[CH:17][C:9]=1[C:10]([O:12]C(C)(C)C)=[O:11])=[O:6]. Product: [CH3:1][O:2][C:3]1[CH:30]=[CH:29][CH:28]=[CH:27][C:4]=1[C:5]([NH:7][C:8]1[CH:20]=[C:19]([C:21]2[CH:22]=[CH:23][CH:24]=[CH:25][CH:26]=2)[CH:18]=[CH:17][C:9]=1[C:10]([OH:12])=[O:11])=[O:6]. The catalyst class is: 55.